From a dataset of Peptide-MHC class I binding affinity with 185,985 pairs from IEDB/IMGT. Regression. Given a peptide amino acid sequence and an MHC pseudo amino acid sequence, predict their binding affinity value. This is MHC class I binding data. (1) The peptide sequence is MMWATAQAL. The MHC is HLA-B15:42 with pseudo-sequence HLA-B15:42. The binding affinity (normalized) is 0.213. (2) The binding affinity (normalized) is 0.830. The MHC is Patr-B2401 with pseudo-sequence Patr-B2401. The peptide sequence is SDYLELDTV. (3) The peptide sequence is TVADIWHAM. The MHC is HLA-A26:02 with pseudo-sequence HLA-A26:02. The binding affinity (normalized) is 1.00. (4) The peptide sequence is KTVRYWHRF. The MHC is HLA-A02:11 with pseudo-sequence HLA-A02:11. The binding affinity (normalized) is 0.0847. (5) The peptide sequence is YVNHTASGEH. The MHC is HLA-A03:01 with pseudo-sequence HLA-A03:01. The binding affinity (normalized) is 0. (6) The peptide sequence is KAAFDLSHFL. The MHC is HLA-A24:02 with pseudo-sequence HLA-A24:02. The binding affinity (normalized) is 0.